Dataset: NCI-60 drug combinations with 297,098 pairs across 59 cell lines. Task: Regression. Given two drug SMILES strings and cell line genomic features, predict the synergy score measuring deviation from expected non-interaction effect. (1) Drug 1: CNC(=O)C1=NC=CC(=C1)OC2=CC=C(C=C2)NC(=O)NC3=CC(=C(C=C3)Cl)C(F)(F)F. Drug 2: C1=CC=C(C(=C1)C(C2=CC=C(C=C2)Cl)C(Cl)Cl)Cl. Cell line: A549. Synergy scores: CSS=-5.27, Synergy_ZIP=6.79, Synergy_Bliss=11.7, Synergy_Loewe=5.54, Synergy_HSA=3.70. (2) Cell line: CAKI-1. Synergy scores: CSS=28.0, Synergy_ZIP=-8.02, Synergy_Bliss=-0.720, Synergy_Loewe=1.10, Synergy_HSA=4.68. Drug 1: C1=CC=C(C=C1)NC(=O)CCCCCCC(=O)NO. Drug 2: CN(CCCl)CCCl.Cl. (3) Drug 1: C1CCC(C1)C(CC#N)N2C=C(C=N2)C3=C4C=CNC4=NC=N3. Drug 2: C1=NNC2=C1C(=O)NC=N2. Cell line: COLO 205. Synergy scores: CSS=-4.94, Synergy_ZIP=6.61, Synergy_Bliss=5.37, Synergy_Loewe=-5.24, Synergy_HSA=-4.24. (4) Drug 1: C1CC(=O)NC(=O)C1N2CC3=C(C2=O)C=CC=C3N. Drug 2: CC12CCC3C(C1CCC2OP(=O)(O)O)CCC4=C3C=CC(=C4)OC(=O)N(CCCl)CCCl.[Na+]. Cell line: SNB-75. Synergy scores: CSS=3.08, Synergy_ZIP=0.554, Synergy_Bliss=-8.61, Synergy_Loewe=-8.81, Synergy_HSA=-6.62. (5) Drug 1: CCC1(CC2CC(C3=C(CCN(C2)C1)C4=CC=CC=C4N3)(C5=C(C=C6C(=C5)C78CCN9C7C(C=CC9)(C(C(C8N6C=O)(C(=O)OC)O)OC(=O)C)CC)OC)C(=O)OC)O.OS(=O)(=O)O. Synergy scores: CSS=30.9, Synergy_ZIP=1.14, Synergy_Bliss=2.73, Synergy_Loewe=1.33, Synergy_HSA=2.93. Cell line: ACHN. Drug 2: CCCCC(=O)OCC(=O)C1(CC(C2=C(C1)C(=C3C(=C2O)C(=O)C4=C(C3=O)C=CC=C4OC)O)OC5CC(C(C(O5)C)O)NC(=O)C(F)(F)F)O.